The task is: Predict the product of the given reaction.. This data is from Forward reaction prediction with 1.9M reactions from USPTO patents (1976-2016). Given the reactants C[O:2][C:3](=[O:23])[C:4]1[CH:9]=[CH:8][C:7]([CH2:10][NH:11][C:12](=[O:20])[CH2:13][C:14]2[CH:19]=[CH:18][CH:17]=[CH:16][CH:15]=2)=[C:6]([O:21][CH3:22])[CH:5]=1.[Li+].[OH-].Cl, predict the reaction product. The product is: [CH3:22][O:21][C:6]1[CH:5]=[C:4]([CH:9]=[CH:8][C:7]=1[CH2:10][NH:11][C:12](=[O:20])[CH2:13][C:14]1[CH:19]=[CH:18][CH:17]=[CH:16][CH:15]=1)[C:3]([OH:23])=[O:2].